This data is from CYP2C19 inhibition data for predicting drug metabolism from PubChem BioAssay. The task is: Regression/Classification. Given a drug SMILES string, predict its absorption, distribution, metabolism, or excretion properties. Task type varies by dataset: regression for continuous measurements (e.g., permeability, clearance, half-life) or binary classification for categorical outcomes (e.g., BBB penetration, CYP inhibition). Dataset: cyp2c19_veith. (1) The molecule is O=C(O)C[C@H](Cc1ccccc1Cl)C(=O)O. The result is 0 (non-inhibitor). (2) The drug is COC(=O)c1cc(OC)c(OC)cc1NC(=S)N1CCCCC1. The result is 1 (inhibitor). (3) The molecule is Cc1noc(C)c1-c1cc(N(C)C)ncn1. The result is 0 (non-inhibitor). (4) The molecule is C=Cc1ccc([C@H]2N[C@@H](C(=O)O)CC[C@@H]2C)cc1. The result is 0 (non-inhibitor). (5) The molecule is Cc1ccc(N2C(=O)C(Cl)=C(NCc3ccccc3)C2=O)c(C)c1. The result is 1 (inhibitor).